This data is from Catalyst prediction with 721,799 reactions and 888 catalyst types from USPTO. The task is: Predict which catalyst facilitates the given reaction. (1) Reactant: [Cl:1][C:2]1[CH:31]=[CH:30][CH:29]=[C:28]([C:32]([F:35])([F:34])[F:33])[C:3]=1[C:4]([N:6]1[C:14]2[C:9](=[C:10]([F:15])[CH:11]=[CH:12][CH:13]=2)[C:8]([N:16]2[CH2:21][CH2:20][CH:19]([C:22]([O:24]CC)=[O:23])[CH:18]([OH:27])[CH2:17]2)=[N:7]1)=[O:5].CO.[OH-].[Li+].Cl. Product: [Cl:1][C:2]1[CH:31]=[CH:30][CH:29]=[C:28]([C:32]([F:35])([F:34])[F:33])[C:3]=1[C:4]([N:6]1[C:14]2[C:9](=[C:10]([F:15])[CH:11]=[CH:12][CH:13]=2)[C:8]([N:16]2[CH2:21][CH2:20][CH:19]([C:22]([OH:24])=[O:23])[CH:18]([OH:27])[CH2:17]2)=[N:7]1)=[O:5]. The catalyst class is: 1. (2) Reactant: [CH3:1][S:2]([CH2:4][S:5][CH3:6])=[O:3].C([Li])CCC.CCCCCC.[F:18][C:19]1[CH:26]=[C:25](F)[C:24]([F:28])=[CH:23][C:20]=1[C:21]#[N:22]. Product: [F:18][C:19]1[CH:26]=[C:25]([CH:4]([S:2]([CH3:1])=[O:3])[S:5][CH3:6])[C:24]([F:28])=[CH:23][C:20]=1[C:21]#[N:22]. The catalyst class is: 1. (3) Reactant: [CH:1]([CH:4]1[CH2:10][CH2:9][NH:8][C:7](=[O:11])[CH2:6][CH2:5]1)([CH3:3])[CH3:2].P(Cl)(Cl)(Cl)(Cl)[Cl:13].[ClH:18]. Product: [Cl:18][C:6]1([Cl:13])[CH2:5][CH:4]([CH:1]([CH3:3])[CH3:2])[CH2:10][CH2:9][NH:8][C:7]1=[O:11]. The catalyst class is: 6. (4) Reactant: [CH3:1][S:2]([C:5]1[CH:10]=[CH:9][C:8]([CH:11]([CH2:23][CH:24]2[CH2:29][CH2:28][O:27][CH2:26][CH2:25]2)[C:12]([NH:14][C:15]2[S:16][C:17]([C:20]([OH:22])=O)=[CH:18][N:19]=2)=[O:13])=[CH:7][CH:6]=1)(=[O:4])=[O:3].[CH3:30][NH2:31].Cl. The catalyst class is: 424. Product: [CH3:30][NH:31][C:20]([C:17]1[S:16][C:15]([NH:14][C:12](=[O:13])[CH:11]([C:8]2[CH:9]=[CH:10][C:5]([S:2]([CH3:1])(=[O:3])=[O:4])=[CH:6][CH:7]=2)[CH2:23][CH:24]2[CH2:29][CH2:28][O:27][CH2:26][CH2:25]2)=[N:19][CH:18]=1)=[O:22]. (5) Reactant: [CH3:1][O:2][C:3]([C:5]1([CH:11]([OH:13])[CH3:12])[CH2:10][O:9][CH2:8][CH2:7][O:6]1)=[O:4].[C:14]1([CH3:24])[CH:19]=[CH:18][C:17]([S:20](Cl)(=[O:22])=[O:21])=[CH:16][CH:15]=1. Product: [CH3:1][O:2][C:3]([C:5]1([CH:11]([O:13][S:20]([C:17]2[CH:18]=[CH:19][C:14]([CH3:24])=[CH:15][CH:16]=2)(=[O:22])=[O:21])[CH3:12])[CH2:10][O:9][CH2:8][CH2:7][O:6]1)=[O:4]. The catalyst class is: 17. (6) Product: [C:24]([N:1]([C:29](=[O:31])[CH3:30])[C:2]1[CH:7]=[C:6]([C:8]2[CH:13]=[CH:12][C:11]([CH3:14])=[CH:10][CH:9]=2)[CH:5]=[CH:4][N:3]=1)(=[O:26])[CH3:25]. The catalyst class is: 98. Reactant: [NH2:1][C:2]1[CH:7]=[C:6]([C:8]2[CH:13]=[CH:12][C:11]([CH3:14])=[CH:10][CH:9]=2)[CH:5]=[CH:4][N:3]=1.C(N(CC)C(C)C)(C)C.[C:24](Cl)(=[O:26])[CH3:25].Cl.[C:29](OCC)(=[O:31])[CH3:30]. (7) Reactant: N1C=CN=C1.[Br:6][C:7]1[CH:12]=[CH:11][C:10]([CH2:13][CH2:14][OH:15])=[CH:9][CH:8]=1.[C:16]([Si:20](Cl)([CH3:22])[CH3:21])([CH3:19])([CH3:18])[CH3:17]. Product: [Br:6][C:7]1[CH:12]=[CH:11][C:10]([CH2:13][CH2:14][O:15][Si:20]([C:16]([CH3:19])([CH3:18])[CH3:17])([CH3:22])[CH3:21])=[CH:9][CH:8]=1. The catalyst class is: 1. (8) Reactant: Cl[C:2]([C:4]1[CH:13]=[CH:12][C:7]([C:8]([O:10][CH3:11])=[O:9])=[CH:6][CH:5]=1)=[O:3].[CH3:14][C:15]1[CH:16]=[C:17]([C:21]2[N:22]=[C:23]([NH2:32])[S:24][C:25]=2[C:26]2[CH:31]=[CH:30][N:29]=[CH:28][N:27]=2)[CH:18]=[CH:19][CH:20]=1.CN(C1C=CC=CN=1)C.C(=O)([O-])O.[Na+]. Product: [CH3:14][C:15]1[CH:16]=[C:17]([C:21]2[N:22]=[C:23]([NH:32][C:2]([C:4]3[CH:13]=[CH:12][C:7]([C:8]([O:10][CH3:11])=[O:9])=[CH:6][CH:5]=3)=[O:3])[S:24][C:25]=2[C:26]2[CH:31]=[CH:30][N:29]=[CH:28][N:27]=2)[CH:18]=[CH:19][CH:20]=1. The catalyst class is: 80.